This data is from Retrosynthesis with 50K atom-mapped reactions and 10 reaction types from USPTO. The task is: Predict the reactants needed to synthesize the given product. (1) Given the product O=C1NS(=O)(=O)N2CCN(CCCC3COc4ccccc4-c4c(C5CCCCC5)c5ccc1cc5n4C3)CC2, predict the reactants needed to synthesize it. The reactants are: NS(=O)(=O)N1CCN(CCCC2COc3ccccc3-c3c(C4CCCCC4)c4ccc(C(=O)O)cc4n3C2)CC1. (2) Given the product Cc1ccc(NC(=O)Nc2nc(CNS(=O)(=O)N(C)C)cs2)c(C(=O)C2CCCC2)c1, predict the reactants needed to synthesize it. The reactants are: CN(C)S(=O)(=O)Cl.Cc1ccc(NC(=O)Nc2nc(CN)cs2)c(C(=O)C2CCCC2)c1. (3) Given the product Nc1ccccc1C(=O)Nc1ccc2c(c1)ncn2C(CC(=O)O)c1ccccc1, predict the reactants needed to synthesize it. The reactants are: CCOC(=O)CC(c1ccccc1)n1cnc2cc(NC(=O)c3ccccc3N)ccc21. (4) Given the product CCC(NC(=O)C(CC(=O)N1CCCC1)CS(=O)(=O)Cc1ccccc1)C(O)c1nnc(-c2ccncc2)o1, predict the reactants needed to synthesize it. The reactants are: CCC(N)C(O)c1nnc(-c2ccncc2)o1.O=C(O)C(CC(=O)N1CCCC1)CS(=O)(=O)Cc1ccccc1. (5) Given the product Cc1nc(C(=O)N2C[C@H]3C[C@H]3[C@H]2CNC(=O)C(F)(F)F)c(-c2cccc(Cl)c2)s1, predict the reactants needed to synthesize it. The reactants are: Cc1nc(C(=O)O)c(-c2cccc(Cl)c2)s1.O=C(NC[C@H]1NC[C@H]2C[C@H]21)C(F)(F)F.